Dataset: Forward reaction prediction with 1.9M reactions from USPTO patents (1976-2016). Task: Predict the product of the given reaction. (1) Given the reactants [CH3:1][C:2]1[CH:8]=C([N+]([O-])=O)C=C[C:3]=1N.C(NC1C=CC=CC=1)=O.[NH2:21][C:22]1([C:28]([OH:30])=O)[CH2:27][CH2:26][CH2:25][O:24][CH2:23]1.NC1(C(OC)=O)CCCOC1.NC1(CO)CCCOC1.OCCN.C(=O)C(C)C, predict the reaction product. The product is: [CH:2]([CH:8]1[O:30][CH2:28][C:22]2([CH2:27][CH2:26][CH2:25][O:24][CH2:23]2)[NH:21]1)([CH3:3])[CH3:1]. (2) Given the reactants [C:1]([O:5][C:6](=[O:32])[NH:7][C@@H:8]1[C@@H:13]([OH:14])[C@H:12]([CH2:15][C:16]2[CH:21]=[C:20]([O:22][CH2:23][C:24]([F:27])([F:26])[F:25])[C:19]([N+:28]([O-:30])=[O:29])=[C:18]([F:31])[CH:17]=2)[CH2:11]S[CH2:9]1)([CH3:4])([CH3:3])[CH3:2].O[O:34][S:35]([O-:37])=O.[K+].C1CCCCC1.CCOC(C)=O, predict the reaction product. The product is: [C:1]([O:5][C:6](=[O:32])[NH:7][C@@H:8]1[C@@H:13]([OH:14])[C@H:12]([CH2:15][C:16]2[CH:21]=[C:20]([O:22][CH2:23][C:24]([F:27])([F:25])[F:26])[C:19]([N+:28]([O-:30])=[O:29])=[C:18]([F:31])[CH:17]=2)[CH2:11][S:35](=[O:37])(=[O:34])[CH2:9]1)([CH3:3])([CH3:4])[CH3:2]. (3) Given the reactants Br[C:2]1[CH:11]=[CH:10][C:9]2[O:8][C@H:7]3[CH2:12][CH2:13][O:14][CH2:15][C@@H:6]3[C@@:5]3([CH2:19][O:18][C:17]([NH2:20])=[N:16]3)[C:4]=2[CH:3]=1.[Cl:21][C:22]1[CH:23]=[C:24](B(O)O)[CH:25]=[N:26][CH:27]=1.C([O-])([O-])=O.[Na+].[Na+], predict the reaction product. The product is: [Cl:21][C:22]1[CH:23]=[C:24]([C:2]2[CH:11]=[CH:10][C:9]3[O:8][C@H:7]4[CH2:12][CH2:13][O:14][CH2:15][C@@H:6]4[C@@:5]4([CH2:19][O:18][C:17]([NH2:20])=[N:16]4)[C:4]=3[CH:3]=2)[CH:25]=[N:26][CH:27]=1. (4) Given the reactants [Cl:1][C:2]1[N:6]2[CH:7]=[C:8]([C:15]3[CH:19]=[CH:18][O:17][CH:16]=3)[CH:9]=[C:10]([C:11]([F:14])([F:13])[F:12])[C:5]2=[N:4][C:3]=1[C:20]([N:22]1[CH2:27][CH:26]=[C:25](OS(C(F)(F)F)(=O)=O)[CH2:24][CH2:23]1)=[O:21].[C:36]([O-:39])(O)=O.[Na+], predict the reaction product. The product is: [Cl:1][C:2]1[N:6]2[CH:7]=[C:8]([C:15]3[CH:19]=[CH:18][O:17][CH:16]=3)[CH:9]=[C:10]([C:11]([F:12])([F:13])[F:14])[C:5]2=[N:4][C:3]=1[C:20]([N:22]1[CH2:27][CH:26]=[C:25]([C:7]2[C:36](=[O:39])[CH2:10][CH2:9][CH:8]=2)[CH2:24][CH2:23]1)=[O:21].